This data is from Full USPTO retrosynthesis dataset with 1.9M reactions from patents (1976-2016). The task is: Predict the reactants needed to synthesize the given product. (1) Given the product [NH2:40][C:37]1[N:38]=[CH:39][C:34]([C:2]2[N:3]=[C:4]([N:20]3[CH2:25][CH2:24][O:23][CH2:22][CH2:21]3)[C:5]3[S:10][C:9]([CH2:11][N:12]([CH3:19])[C:13](=[O:18])[CH2:14][N:15]([CH3:17])[CH3:16])=[CH:8][C:6]=3[N:7]=2)=[CH:35][N:36]=1, predict the reactants needed to synthesize it. The reactants are: Cl[C:2]1[N:3]=[C:4]([N:20]2[CH2:25][CH2:24][O:23][CH2:22][CH2:21]2)[C:5]2[S:10][C:9]([CH2:11][N:12]([CH3:19])[C:13](=[O:18])[CH2:14][N:15]([CH3:17])[CH3:16])=[CH:8][C:6]=2[N:7]=1.CC1(C)C(C)(C)OB([C:34]2[CH:35]=[N:36][C:37]([NH2:40])=[N:38][CH:39]=2)O1. (2) Given the product [Cl:15][C:16]1[CH:21]=[CH:20][C:19]([CH:22]([C:24]2[CH:25]=[CH:26][CH:27]=[CH:28][CH:29]=2)[NH:23][C:9](=[O:11])[CH2:8][C:5]2[CH:6]=[CH:7][C:2]([OH:1])=[C:3]([N+:12]([O-:14])=[O:13])[CH:4]=2)=[C:18]([CH3:30])[CH:17]=1, predict the reactants needed to synthesize it. The reactants are: [OH:1][C:2]1[CH:7]=[CH:6][C:5]([CH2:8][C:9]([OH:11])=O)=[CH:4][C:3]=1[N+:12]([O-:14])=[O:13].[Cl:15][C:16]1[CH:21]=[CH:20][C:19]([CH:22]([C:24]2[CH:29]=[CH:28][CH:27]=[CH:26][CH:25]=2)[NH2:23])=[C:18]([CH3:30])[CH:17]=1. (3) Given the product [CH3:1][C:2]1[CH2:7][CH2:6][CH:5]([CH3:8])[C:4]([CH3:10])([CH3:9])[C:3]=1[CH2:11][CH2:12][C:13]1[CH:14]=[CH:16][N:22]=[CH:20][N:21]=1, predict the reactants needed to synthesize it. The reactants are: [CH3:1][C:2]1[CH2:7][CH2:6][CH:5]([CH3:8])[C:4]([CH3:10])([CH3:9])[C:3]=1[CH2:11][CH2:12][C:13](=O)[CH3:14].[C:16](O)(=O)C.[CH:20]([NH2:22])=[NH:21]. (4) The reactants are: [I-].[Na+].Cl[Si](C)(C)C.[Cl-].[Na+].C(O[C@@H:14]1[O:26][C@H:25]([CH3:27])[C@@H:20]([O:21][C:22](=[O:24])[CH3:23])[C@H:15]1[O:16][C:17](=[O:19])[CH3:18])(=O)C.[F:28][C:29]1[C:30]([NH2:36])=[N:31][C:32](=[O:35])[NH:33][CH:34]=1. Given the product [C:17]([O:16][C@@H:15]1[C@H:20]([O:21][C:22](=[O:24])[CH3:23])[C@@H:25]([CH3:27])[O:26][C@H:14]1[N:33]1[CH:34]=[C:29]([F:28])[C:30]([NH2:36])=[N:31][C:32]1=[O:35])(=[O:19])[CH3:18], predict the reactants needed to synthesize it. (5) Given the product [CH3:1][C:2]1[C:7]([C:8]([O:10][CH3:11])=[O:21])=[CH:6][N:5]=[C:4]([N:24]2[CH2:29][CH2:28][O:27][CH2:26][CH2:25]2)[N:3]=1, predict the reactants needed to synthesize it. The reactants are: [CH3:1][C:2]1[C:7]([C:8]([O:10][CH3:11])=S)=[CH:6][N:5]=[C:4](C)[N:3]=1.C1C=C(Cl)C=C(C(OO)=[O:21])C=1.[NH:24]1[CH2:29][CH2:28][O:27][CH2:26][CH2:25]1. (6) Given the product [CH3:1][N:2]1[CH:6]=[C:5]([C:7]([N:58]2[CH2:59][CH2:60][CH:56]([C:41]3[CH:42]=[C:43]([NH:45][C:46]4[CH:51]=[C:50]([C:52]([F:53])([F:54])[F:55])[CH:49]=[CH:48][N:47]=4)[N:44]=[C:39]([N:35]4[CH2:36][CH2:37][CH2:38][CH:34]4[CH3:33])[CH:40]=3)[CH2:57]2)=[O:9])[N:4]=[CH:3]1, predict the reactants needed to synthesize it. The reactants are: [CH3:1][N:2]1[CH:6]=[C:5]([C:7]([OH:9])=O)[N:4]=[CH:3]1.C1C=CC2N(O)N=NC=2C=1.Cl.CN(C)CCCN=C=NCC.Cl.[CH3:33][C@@H:34]1[CH2:38][CH2:37][CH2:36][N:35]1[C:39]1[N:44]=[C:43]([NH:45][C:46]2[CH:51]=[C:50]([C:52]([F:55])([F:54])[F:53])[CH:49]=[CH:48][N:47]=2)[CH:42]=[C:41]([CH:56]2[CH2:60][CH2:59][NH:58][CH2:57]2)[CH:40]=1.CCN(C(C)C)C(C)C.